From a dataset of NCI-60 drug combinations with 297,098 pairs across 59 cell lines. Regression. Given two drug SMILES strings and cell line genomic features, predict the synergy score measuring deviation from expected non-interaction effect. (1) Drug 1: C1CCC(C1)C(CC#N)N2C=C(C=N2)C3=C4C=CNC4=NC=N3. Drug 2: CC1C(C(=O)NC(C(=O)N2CCCC2C(=O)N(CC(=O)N(C(C(=O)O1)C(C)C)C)C)C(C)C)NC(=O)C3=C4C(=C(C=C3)C)OC5=C(C(=O)C(=C(C5=N4)C(=O)NC6C(OC(=O)C(N(C(=O)CN(C(=O)C7CCCN7C(=O)C(NC6=O)C(C)C)C)C)C(C)C)C)N)C. Cell line: MOLT-4. Synergy scores: CSS=42.6, Synergy_ZIP=41.1, Synergy_Bliss=42.6, Synergy_Loewe=41.3, Synergy_HSA=43.3. (2) Drug 1: C1=CC(=C2C(=C1NCCNCCO)C(=O)C3=C(C=CC(=C3C2=O)O)O)NCCNCCO. Drug 2: C(CC(=O)O)C(=O)CN.Cl. Cell line: NCIH23. Synergy scores: CSS=58.3, Synergy_ZIP=-2.49, Synergy_Bliss=-1.92, Synergy_Loewe=-7.11, Synergy_HSA=1.81. (3) Synergy scores: CSS=1.56, Synergy_ZIP=-2.30, Synergy_Bliss=-2.61, Synergy_Loewe=-3.71, Synergy_HSA=-2.34. Cell line: SN12C. Drug 1: CCC1(CC2CC(C3=C(CCN(C2)C1)C4=CC=CC=C4N3)(C5=C(C=C6C(=C5)C78CCN9C7C(C=CC9)(C(C(C8N6C=O)(C(=O)OC)O)OC(=O)C)CC)OC)C(=O)OC)O.OS(=O)(=O)O. Drug 2: C1=CN(C=N1)CC(O)(P(=O)(O)O)P(=O)(O)O. (4) Drug 1: C1=CN(C(=O)N=C1N)C2C(C(C(O2)CO)O)O.Cl. Drug 2: CCCCCOC(=O)NC1=NC(=O)N(C=C1F)C2C(C(C(O2)C)O)O. Cell line: HCT116. Synergy scores: CSS=37.2, Synergy_ZIP=0.858, Synergy_Bliss=-4.29, Synergy_Loewe=-40.2, Synergy_HSA=-3.60. (5) Drug 1: C1=CC(=CC=C1CCCC(=O)O)N(CCCl)CCCl. Drug 2: CCCCCOC(=O)NC1=NC(=O)N(C=C1F)C2C(C(C(O2)C)O)O. Cell line: DU-145. Synergy scores: CSS=39.1, Synergy_ZIP=-1.37, Synergy_Bliss=-1.47, Synergy_Loewe=-12.3, Synergy_HSA=-1.51.